From a dataset of Forward reaction prediction with 1.9M reactions from USPTO patents (1976-2016). Predict the product of the given reaction. (1) The product is: [C:17]([O:16][C@@H:10]([C:4]1[C:5]([CH3:9])=[N:6][C:7]([CH3:8])=[C:2]([C:39]2[CH:40]=[CH:41][C:36]([O:29][C:30]3[CH:35]=[CH:34][CH:33]=[CH:32][CH:31]=3)=[CH:37][CH:38]=2)[C:3]=1[N:21]1[CH2:26][CH2:25][C:24]([CH3:28])([CH3:27])[CH2:23][CH2:22]1)[C:11]([O:13][CH2:14][CH3:15])=[O:12])([CH3:20])([CH3:19])[CH3:18]. Given the reactants Br[C:2]1[C:3]([N:21]2[CH2:26][CH2:25][C:24]([CH3:28])([CH3:27])[CH2:23][CH2:22]2)=[C:4]([C@H:10]([O:16][C:17]([CH3:20])([CH3:19])[CH3:18])[C:11]([O:13][CH2:14][CH3:15])=[O:12])[C:5]([CH3:9])=[N:6][C:7]=1[CH3:8].[O:29]([C:36]1[CH:41]=[CH:40][C:39](B(O)O)=[CH:38][CH:37]=1)[C:30]1[CH:35]=[CH:34][CH:33]=[CH:32][CH:31]=1.C([O-])([O-])=O.[Na+].[Na+], predict the reaction product. (2) Given the reactants [Cl:1][C:2]1[C:10]2[N:9]=[CH:8][NH:7][C:6]=2[CH:5]=[CH:4][C:3]=1[NH:11]C(=O)C.C(O)C.Cl, predict the reaction product. The product is: [Cl:1][C:2]1[C:10]2[N:9]=[CH:8][NH:7][C:6]=2[CH:5]=[CH:4][C:3]=1[NH2:11]. (3) Given the reactants [Br:1][C:2]1[CH:3]=[C:4]2[C:9](=[CH:10][CH:11]=1)[NH:8][C:7](=[O:12])[CH:6]=[C:5]2[C:13]1[CH:18]=[CH:17][CH:16]=[C:15]([O:19][CH2:20][CH3:21])[CH:14]=1.F[B-](F)(F)F.[CH3:27][O+](C)C.[OH-].[Na+], predict the reaction product. The product is: [Br:1][C:2]1[CH:3]=[C:4]2[C:9](=[CH:10][CH:11]=1)[N:8]=[C:7]([O:12][CH3:27])[CH:6]=[C:5]2[C:13]1[CH:18]=[CH:17][CH:16]=[C:15]([O:19][CH2:20][CH3:21])[CH:14]=1. (4) Given the reactants [OH-].[Li+].[Cl:3][C:4]1[CH:5]=[N:6][CH:7]=[C:8]([Cl:33])[C:9]=1[NH:10][C:11]1[C:20]2[C:15](=[C:16]([O:23][CH2:24][CH2:25][CH2:26][C:27]([O:29]CC)=[O:28])[C:17]([O:21][CH3:22])=[CH:18][CH:19]=2)[O:14][C:13](=[O:32])[CH:12]=1.CO, predict the reaction product. The product is: [Cl:3][C:4]1[CH:5]=[N:6][CH:7]=[C:8]([Cl:33])[C:9]=1[NH:10][C:11]1[C:20]2[C:15](=[C:16]([O:23][CH2:24][CH2:25][CH2:26][C:27]([OH:29])=[O:28])[C:17]([O:21][CH3:22])=[CH:18][CH:19]=2)[O:14][C:13](=[O:32])[CH:12]=1. (5) Given the reactants [Br:1][C:2]1[CH:3]=[CH:4][C:5]2[O:9][C:8](=[O:10])[CH:7]([C:11]3[CH:16]=[CH:15][C:14]([Cl:17])=[CH:13][C:12]=3[Cl:18])[C:6]=2[CH:19]=1.[H-].[Al+3].[Li+].[H-].[H-].[H-].O, predict the reaction product. The product is: [Br:1][C:2]1[CH:3]=[CH:4][C:5]([OH:9])=[C:6]([CH:7]([C:11]2[CH:16]=[CH:15][C:14]([Cl:17])=[CH:13][C:12]=2[Cl:18])[CH2:8][OH:10])[CH:19]=1. (6) Given the reactants OC[CH2:3][N:4]([CH2:40][CH2:41][OH:42])[C:5]([C:7]1[N:16]2[C:10]([CH2:11][N:12]([C:21]([C:23]3[CH:28]=[CH:27][C:26]([C:29]4[CH:34]=[CH:33][CH:32]=[CH:31][C:30]=4[C:35]([F:38])([F:37])[F:36])=[C:25]([CH3:39])[CH:24]=3)=[O:22])[C:13]3[CH:20]=[CH:19][CH:18]=[CH:17][C:14]=3[CH2:15]2)=[CH:9][CH:8]=1)=[O:6].CNCC(O)[CH2:47][OH:48].ON1C2C=CC=CC=2N=N1.Cl.CN(C)CCCN=C=NCC.C(N(CC)C(C)C)(C)C, predict the reaction product. The product is: [OH:42][CH:41]([CH2:47][OH:48])[CH2:40][N:4]([CH3:3])[C:5]([C:7]1[N:16]2[C:10]([CH2:11][N:12]([C:21]([C:23]3[CH:28]=[CH:27][C:26]([C:29]4[CH:34]=[CH:33][CH:32]=[CH:31][C:30]=4[C:35]([F:37])([F:36])[F:38])=[C:25]([CH3:39])[CH:24]=3)=[O:22])[C:13]3[CH:20]=[CH:19][CH:18]=[CH:17][C:14]=3[CH2:15]2)=[CH:9][CH:8]=1)=[O:6]. (7) Given the reactants Cl[C:2]1[N:11]=[C:10]([NH:12][CH2:13][CH:14]([O:21][C:22]2[CH:27]=[CH:26][CH:25]=[CH:24][CH:23]=2)[C:15]2[CH:20]=[CH:19][CH:18]=[CH:17][CH:16]=2)[C:9]2[C:4](=[CH:5][CH:6]=[CH:7][CH:8]=2)[N:3]=1.[CH3:28][N:29]([CH3:39])[C:30]1[CH:35]=[CH:34][C:33](B(O)O)=[CH:32][CH:31]=1.C1(C(C2C=CC=CN=2)CNC2C3C(=CC=CC=3)N=C(C3C=CC(NS(C)(=O)=O)=CC=3)N=2)C=CC=CC=1, predict the reaction product. The product is: [CH3:28][N:29]([CH3:39])[C:30]1[CH:35]=[CH:34][C:33]([C:2]2[N:11]=[C:10]([NH:12][CH2:13][CH:14]([O:21][C:22]3[CH:27]=[CH:26][CH:25]=[CH:24][CH:23]=3)[C:15]3[CH:20]=[CH:19][CH:18]=[CH:17][CH:16]=3)[C:9]3[C:4](=[CH:5][CH:6]=[CH:7][CH:8]=3)[N:3]=2)=[CH:32][CH:31]=1. (8) Given the reactants [N+:1]([C:4]1[CH:12]=[CH:11][CH:10]=[C:9]2[C:5]=1[CH:6]=[N:7][NH:8]2)([O-])=O.I[CH2:14][CH3:15], predict the reaction product. The product is: [CH2:14]([N:8]1[C:9]2[CH:10]=[CH:11][CH:12]=[C:4]([NH2:1])[C:5]=2[CH:6]=[N:7]1)[CH3:15].